This data is from Full USPTO retrosynthesis dataset with 1.9M reactions from patents (1976-2016). The task is: Predict the reactants needed to synthesize the given product. (1) Given the product [F:10][C:6]1[C:5]2=[N:11][S:12][N:3]=[C:4]2[C:9]([S:16]([Cl:15])(=[O:18])=[O:17])=[CH:8][CH:7]=1, predict the reactants needed to synthesize it. The reactants are: S(=[N:3][C:4]1[CH:9]=[CH:8][CH:7]=[C:6]([F:10])[C:5]=1[N:11]=[S:12]=O)=O.O.[Cl:15][S:16](O)(=[O:18])=[O:17]. (2) Given the product [Cl:1][C:2]1[N:7]=[C:6]([C:8]2[S:12][C:11]([N:13]3[CH2:14][CH2:15][O:16][CH2:17][CH2:18]3)=[N:10][C:9]=2[C:19]2[C:20]([F:26])=[C:21]([NH:22][S:33]([N:27]3[CH2:32][CH2:31][O:30][CH2:29][CH2:28]3)(=[O:35])=[O:34])[CH:23]=[CH:24][CH:25]=2)[CH:5]=[CH:4][N:3]=1, predict the reactants needed to synthesize it. The reactants are: [Cl:1][C:2]1[N:7]=[C:6]([C:8]2[S:12][C:11]([N:13]3[CH2:18][CH2:17][O:16][CH2:15][CH2:14]3)=[N:10][C:9]=2[C:19]2[C:20]([F:26])=[C:21]([CH:23]=[CH:24][CH:25]=2)[NH2:22])[CH:5]=[CH:4][N:3]=1.[N:27]1([S:33](Cl)(=[O:35])=[O:34])[CH2:32][CH2:31][O:30][CH2:29][CH2:28]1. (3) Given the product [C:25]12([C:35]([O:8][CH:3]([C:4]([F:6])([F:5])[F:7])[C:2]([F:1])([F:13])[S:9]([O-:12])(=[O:10])=[O:11])=[O:36])[CH2:32][CH:31]3[CH2:30][CH:29]([CH2:28][CH:27]([CH2:33]3)[CH2:26]1)[CH2:34]2.[CH2:14]([N+:21]([CH3:24])([CH3:23])[CH3:22])[C:15]1[CH:20]=[CH:19][CH:18]=[CH:17][CH:16]=1, predict the reactants needed to synthesize it. The reactants are: [F:1][C:2]([F:13])([S:9]([O-:12])(=[O:11])=[O:10])[CH:3]([OH:8])[C:4]([F:7])([F:6])[F:5].[CH2:14]([N+:21]([CH3:24])([CH3:23])[CH3:22])[C:15]1[CH:20]=[CH:19][CH:18]=[CH:17][CH:16]=1.[C:25]12([C:35](Cl)=[O:36])[CH2:34][CH:29]3[CH2:30][CH:31]([CH2:33][CH:27]([CH2:28]3)[CH2:26]1)[CH2:32]2. (4) Given the product [OH:27][CH2:26][C:25]1[C:24]([N:28]2[C:40](=[O:41])[C:32]3=[CH:33][N:34]4[C:39]([CH2:38][CH2:37][CH2:36][CH2:35]4)=[C:31]3[CH:30]=[N:29]2)=[N:23][CH:22]=[CH:21][C:20]=1[C:4]1[CH:5]=[C:6]([NH:9][C:10]2[CH:19]=[C:13]3[CH2:14][N:15]([CH3:18])[CH2:16][CH2:17][N:12]3[N:11]=2)[C:7](=[O:8])[N:2]([CH3:1])[CH:3]=1, predict the reactants needed to synthesize it. The reactants are: [CH3:1][N:2]1[C:7](=[O:8])[C:6]([NH:9][C:10]2[CH:19]=[C:13]3[CH2:14][N:15]([CH3:18])[CH2:16][CH2:17][N:12]3[N:11]=2)=[CH:5][C:4]([C:20]2[C:25]([CH:26]=[O:27])=[C:24]([N:28]3[C:40](=[O:41])[C:32]4=[CH:33][N:34]5[C:39]([CH2:38][CH2:37][CH2:36][CH2:35]5)=[C:31]4[CH:30]=[N:29]3)[N:23]=[CH:22][CH:21]=2)=[CH:3]1.[BH4-].[Na+]. (5) Given the product [F:20][C:21]([F:33])([F:34])[C:22]1[CH:23]=[C:24]([CH:25]=[C:26]([C:28]([F:29])([F:30])[F:31])[CH:27]=1)[CH:3]=[CH:2][C:1]#[N:4], predict the reactants needed to synthesize it. The reactants are: [C:1](#[N:4])[CH:2]=[CH2:3].C1(P(C(C)(C)C)C(C)(C)C)C=CC=CC=1.[F:20][C:21]([F:34])([F:33])[C:22]1[CH:23]=[C:24](Cl)[CH:25]=[C:26]([C:28]([F:31])([F:30])[F:29])[CH:27]=1.C1(C(N)C2CCCCC2)CCCCC1. (6) Given the product [ClH:32].[CH:1]1([NH:4][C:5](=[O:30])[C:6]2[CH:11]=[CH:10][C:9]([CH3:12])=[C:8]([NH:13][C:14](=[O:29])[C:15]3[CH:16]=[CH:17][C:18]([O:21][CH2:22][C:23]4[CH:27]=[C:26]([CH3:28])[O:25][N:24]=4)=[CH:19][CH:20]=3)[CH:7]=2)[CH2:3][CH2:2]1, predict the reactants needed to synthesize it. The reactants are: [CH:1]1([NH:4][C:5](=[O:30])[C:6]2[CH:11]=[CH:10][C:9]([CH3:12])=[C:8]([NH:13][C:14](=[O:29])[C:15]3[CH:20]=[CH:19][C:18]([O:21][CH2:22][C:23]4[CH:27]=[C:26]([CH3:28])[O:25][N:24]=4)=[CH:17][CH:16]=3)[CH:7]=2)[CH2:3][CH2:2]1.C(Cl)[Cl:32].Cl. (7) Given the product [Cl:1][C:2]1[CH:3]=[CH:4][C:5]([C:8]([C:10]2[N:18]3[C:13]([CH:14]=[C:15]([OH:19])[CH:16]=[CH:17]3)=[C:12]([C:21](=[O:27])[CH2:22][C:23]([CH3:24])([CH3:25])[CH3:26])[C:11]=2[CH2:28][C:29]([CH3:35])([CH3:36])[C:30]([O:32][CH2:33][CH3:34])=[O:31])=[O:9])=[CH:6][CH:7]=1, predict the reactants needed to synthesize it. The reactants are: [Cl:1][C:2]1[CH:7]=[CH:6][C:5]([C:8]([C:10]2[N:18]3[C:13]([CH:14]=[C:15]([O:19]C)[CH:16]=[CH:17]3)=[C:12]([C:21](=[O:27])[CH2:22][C:23]([CH3:26])([CH3:25])[CH3:24])[C:11]=2[CH2:28][C:29]([CH3:36])([CH3:35])[C:30]([O:32][CH2:33][CH3:34])=[O:31])=[O:9])=[CH:4][CH:3]=1.[Cl-].[Al+3].[Cl-].[Cl-].C(S)C.[C@H](O)(C([O-])=O)[C@@H](O)C([O-])=O.[Na+].[K+].